From a dataset of Full USPTO retrosynthesis dataset with 1.9M reactions from patents (1976-2016). Predict the reactants needed to synthesize the given product. (1) Given the product [F:34][C:31]1[CH:32]=[CH:33][C:28]([C@@H:26]2[CH2:25][O:24][CH2:23][C:22]3=[N:21][N:20]=[C:19]([NH:18][C:15]4[CH:16]=[C:17]5[C:12]([CH:11]=[N:10][N:9]5[CH2:8][CH2:7][OH:6])=[CH:13][C:14]=4[CH3:35])[N:27]23)=[CH:29][CH:30]=1, predict the reactants needed to synthesize it. The reactants are: C([Si](C)(C)[O:6][CH2:7][CH2:8][N:9]1[C:17]2[C:12](=[CH:13][C:14]([CH3:35])=[C:15]([NH:18][C:19]3[N:27]4[C:22]([CH2:23][O:24][CH2:25][C@H:26]4[C:28]4[CH:33]=[CH:32][C:31]([F:34])=[CH:30][CH:29]=4)=[N:21][N:20]=3)[CH:16]=2)[CH:11]=[N:10]1)(C)(C)C.Cl. (2) Given the product [Cl:1][C:2]1[N:3]=[C:4]([N:11]2[CH2:16][CH2:15][O:14][CH2:13][CH2:12]2)[C:5]2[CH:10]=[C:9]([C:23]([OH:24])([CH3:25])[CH3:22])[S:8][C:6]=2[N:7]=1, predict the reactants needed to synthesize it. The reactants are: [Cl:1][C:2]1[N:3]=[C:4]([N:11]2[CH2:16][CH2:15][O:14][CH2:13][CH2:12]2)[C:5]2[CH:10]=[CH:9][S:8][C:6]=2[N:7]=1.[Li]CCCC.[CH3:22][C:23]([CH3:25])=[O:24].